This data is from Full USPTO retrosynthesis dataset with 1.9M reactions from patents (1976-2016). The task is: Predict the reactants needed to synthesize the given product. (1) Given the product [N:10]1[CH:11]=[CH:12][C:7]([C:20]2([OH:23])[CH2:21][CH2:22][C:17]3([O:16][CH2:15][CH2:14][O:13]3)[CH2:18][CH2:19]2)=[CH:8][CH:9]=1, predict the reactants needed to synthesize it. The reactants are: [Li]CCCC.Br[C:7]1[CH:12]=[CH:11][N:10]=[CH:9][CH:8]=1.[O:13]1[C:17]2([CH2:22][CH2:21][C:20](=[O:23])[CH2:19][CH2:18]2)[O:16][CH2:15][CH2:14]1.O. (2) Given the product [I:1][C:2]1[CH:10]=[C:9]2[C:5]([CH2:6][CH2:7][NH:8]2)=[CH:4][CH:3]=1, predict the reactants needed to synthesize it. The reactants are: [I:1][C:2]1[CH:10]=[C:9]2[C:5]([CH:6]=[CH:7][NH:8]2)=[CH:4][CH:3]=1.[BH3-]C#N.[Na+]. (3) Given the product [F:8][C:9]1[CH:40]=[CH:39][C:12]([C:13]([N:15]2[CH2:16][CH2:17][C:18]([CH2:22][N:23]3[C:28](=[O:29])[C:27]4[CH:30]=[CH:31][N:32]([CH:33]5[CH2:38][CH2:37][N:36]([C:50]([NH:49][CH3:48])=[O:51])[CH2:35][CH2:34]5)[C:26]=4[N:25]=[CH:24]3)([OH:21])[CH2:19][CH2:20]2)=[O:14])=[CH:11][CH:10]=1, predict the reactants needed to synthesize it. The reactants are: FC(F)(F)C(O)=O.[F:8][C:9]1[CH:40]=[CH:39][C:12]([C:13]([N:15]2[CH2:20][CH2:19][C:18]([CH2:22][N:23]3[C:28](=[O:29])[C:27]4[CH:30]=[CH:31][N:32]([CH:33]5[CH2:38][CH2:37][NH:36][CH2:35][CH2:34]5)[C:26]=4[N:25]=[CH:24]3)([OH:21])[CH2:17][CH2:16]2)=[O:14])=[CH:11][CH:10]=1.C(N(CC)CC)C.[CH3:48][NH:49][C:50](Cl)=[O:51]. (4) Given the product [Cl:1][C:2]1[CH:3]=[CH:4][C:5]([CH:6]([N:13]2[CH2:14][CH2:15][N:16]([CH2:19][CH2:20][NH:21][CH2:36][C:27]3[CH:26]=[C:25]([CH3:24])[N:29]([C:30]4[CH:35]=[CH:34][CH:33]=[CH:32][CH:31]=4)[N:28]=3)[CH2:17][CH2:18]2)[C:7]2[CH:8]=[CH:9][CH:10]=[CH:11][CH:12]=2)=[CH:22][CH:23]=1, predict the reactants needed to synthesize it. The reactants are: [Cl:1][C:2]1[CH:23]=[CH:22][C:5]([CH:6]([N:13]2[CH2:18][CH2:17][N:16]([CH2:19][CH2:20][NH2:21])[CH2:15][CH2:14]2)[C:7]2[CH:12]=[CH:11][CH:10]=[CH:9][CH:8]=2)=[CH:4][CH:3]=1.[CH3:24][C:25]1[N:29]([C:30]2[CH:35]=[CH:34][CH:33]=[CH:32][CH:31]=2)[N:28]=[C:27]([CH:36]=O)[CH:26]=1.